This data is from Forward reaction prediction with 1.9M reactions from USPTO patents (1976-2016). The task is: Predict the product of the given reaction. (1) Given the reactants [NH2:1][C:2]1[CH:10]=[CH:9][CH:8]=[C:7]([Cl:11])[C:3]=1[C:4](O)=[O:5].[NH2:12][C:13](N)=[O:14], predict the reaction product. The product is: [Cl:11][C:7]1[CH:8]=[CH:9][CH:10]=[C:2]2[C:3]=1[C:4](=[O:5])[NH:12][C:13](=[O:14])[NH:1]2. (2) Given the reactants [CH3:1][C:2]1([CH3:11])[O:10][C@@H:9]2[C@@H:4]([CH2:5][O:6][C:7]2=[O:8])[O:3]1.[H-].C([NH2+]CC(C)C)C(C)C.CO, predict the reaction product. The product is: [CH3:1][C:2]1([CH3:11])[O:3][C@@H:4]2[CH2:5][O:6][C@@H:7]([OH:8])[C@@H:9]2[O:10]1. (3) Given the reactants Br[C:2]1[C:10]2[C:5](=[N:6][C:7]([CH3:22])=[CH:8][C:9]=2[NH:11][S:12]([C:15]2[CH:20]=[CH:19][CH:18]=[C:17]([Cl:21])[CH:16]=2)(=[O:14])=[O:13])[S:4][C:3]=1[C:23]1[CH:24]=[N:25][N:26](C(OC(C)(C)C)=O)[CH:27]=1.[CH3:35][N:36]([C:38]1[C:39](B(O)O)=[N:40][CH:41]=[CH:42][CH:43]=1)[CH3:37].C(=O)([O-])[O-].[K+].[K+].O1CCOCC1, predict the reaction product. The product is: [Cl:21][C:17]1[CH:16]=[C:15]([S:12]([NH:11][C:9]2[CH:8]=[C:7]([CH3:22])[N:6]=[C:5]3[S:4][C:3]([C:23]4[CH:27]=[N:26][NH:25][CH:24]=4)=[C:2]([C:42]4[CH:41]=[N:40][CH:39]=[C:38]([N:36]([CH3:37])[CH3:35])[CH:43]=4)[C:10]=23)(=[O:14])=[O:13])[CH:20]=[CH:19][CH:18]=1. (4) Given the reactants C[C:2](C)([O-:4])C.[K+].[CH3:7][CH2:8][CH2:9][CH2:10][CH2:11][CH3:12].[C:13]([O:16]CC)(=[O:15])C.Cl, predict the reaction product. The product is: [CH3:2][O:4][C:9]1[CH:8]=[CH:7][CH:12]=[CH:11][C:10]=1[C:13]([OH:16])=[O:15].